This data is from Peptide-MHC class I binding affinity with 185,985 pairs from IEDB/IMGT. The task is: Regression. Given a peptide amino acid sequence and an MHC pseudo amino acid sequence, predict their binding affinity value. This is MHC class I binding data. (1) The peptide sequence is VIPMFSAL. The MHC is HLA-A33:01 with pseudo-sequence HLA-A33:01. The binding affinity (normalized) is 0. (2) The peptide sequence is YPVARQRPGL. The MHC is Patr-A0701 with pseudo-sequence Patr-A0701. The binding affinity (normalized) is 0.0785. (3) The peptide sequence is GVCYYLLMHL. The MHC is HLA-A02:06 with pseudo-sequence HLA-A02:06. The binding affinity (normalized) is 0.551. (4) The peptide sequence is PPFQWMGYELW. The MHC is Mamu-B52 with pseudo-sequence Mamu-B52. The binding affinity (normalized) is 0.785. (5) The peptide sequence is KPKALSEAF. The MHC is HLA-A02:03 with pseudo-sequence HLA-A02:03. The binding affinity (normalized) is 0.0847.